This data is from Forward reaction prediction with 1.9M reactions from USPTO patents (1976-2016). The task is: Predict the product of the given reaction. (1) The product is: [F:33][C:30]1[CH:29]=[CH:28][C:27]([C:26]2[N:25]([CH2:34][CH:35]([CH3:38])[CH2:36][CH3:37])[N:24]=[C:23]([CH3:39])[C:22]=2[C:9]2[CH:10]=[CH:11][C:12]3[O:17][CH2:16][C:15](=[O:18])[NH:14][C:13]=3[CH:19]=2)=[CH:32][CH:31]=1. Given the reactants CC1(C)C(C)(C)OB([C:9]2[CH:10]=[CH:11][C:12]3[O:17][CH2:16][C:15](=[O:18])[NH:14][C:13]=3[CH:19]=2)O1.Br[C:22]1[C:23]([CH3:39])=[N:24][N:25]([CH2:34][CH:35]([CH3:38])[CH2:36][CH3:37])[C:26]=1[C:27]1[CH:32]=[CH:31][C:30]([F:33])=[CH:29][CH:28]=1.C(=O)([O-])[O-].[Cs+].[Cs+].O, predict the reaction product. (2) The product is: [Cl:1][C:2]1[CH:7]=[CH:6][C:5]([CH2:8][CH2:9][CH2:10][C:12]#[CH:13])=[CH:4][CH:3]=1. Given the reactants [Cl:1][C:2]1[CH:7]=[CH:6][C:5]([CH2:8][CH2:9][CH2:10]I)=[CH:4][CH:3]=1.[C-:12]#[C-:13].[Na+].[Na+], predict the reaction product. (3) Given the reactants [C:1]([O:13]C)(=O)[C:2]1[CH:11]=[CH:10][C:5]([C:6]([O:8][CH3:9])=[O:7])=[CH:4][CH:3]=1.[CH3:15][C:16]([CH3:18])=[O:17].[H-].[Na+].Cl, predict the reaction product. The product is: [CH3:9][O:8][C:6](=[O:7])[C:5]1[CH:4]=[CH:3][C:2]([C:1](=[O:13])[CH2:15][C:16](=[O:17])[CH3:18])=[CH:11][CH:10]=1. (4) Given the reactants Br[C:2]1[CH:7]=[CH:6][CH:5]=[CH:4][C:3]=1[S:8]([NH:11][C:12]1[C:21]([C:22]([O:24][CH3:25])=[O:23])=[C:20]2[C:15]([CH:16]3[CH2:26][CH:17]3[CH2:18][O:19]2)=[CH:14][CH:13]=1)(=[O:10])=[O:9].[CH2:27]([N:29]([CH2:46][CH3:47])[CH2:30]/[CH:31]=[CH:32]\[Sn](CCCC)(CCCC)CCCC)[CH3:28].F[B-](F)(F)F.C([PH+](C(C)(C)C)C(C)(C)C)(C)(C)C, predict the reaction product. The product is: [CH2:27]([N:29]([CH2:46][CH3:47])[CH2:30]/[CH:31]=[CH:32]\[C:2]1[CH:7]=[CH:6][CH:5]=[CH:4][C:3]=1[S:8]([NH:11][C:12]1[C:21]([C:22]([O:24][CH3:25])=[O:23])=[C:20]2[C:15]([CH:16]3[CH2:26][CH:17]3[CH2:18][O:19]2)=[CH:14][CH:13]=1)(=[O:10])=[O:9])[CH3:28]. (5) Given the reactants [Cl:1][C:2]1[C:3]2[N:4]([CH:8]=[CH:9][N:10]=2)[CH:5]=[CH:6][N:7]=1.C1C(=O)N([Br:18])C(=O)C1.O, predict the reaction product. The product is: [Br:18][C:8]1[N:4]2[CH:5]=[CH:6][N:7]=[C:2]([Cl:1])[C:3]2=[N:10][CH:9]=1. (6) Given the reactants [C:1]([O:9][CH2:10][C@@H:11]1[C:15]([O:17][C:18](=[O:20])[CH3:19])([CH3:16])[C@:14]([F:22])([CH3:21])[CH:13]([N:23]2[CH:31]=[N:30][C:29]3[C:24]2=[N:25][CH:26]=[N:27][C:28]=3Cl)[O:12]1)(=[O:8])[C:2]1[CH:7]=[CH:6][CH:5]=[CH:4][CH:3]=1.[NH:33]1[CH2:38][CH2:37][O:36][CH2:35][CH2:34]1.O, predict the reaction product. The product is: [C:1]([O:9][CH2:10][C@@H:11]1[C:15]([O:17][C:18](=[O:20])[CH3:19])([CH3:16])[C@:14]([F:22])([CH3:21])[CH:13]([N:23]2[CH:31]=[N:30][C:29]3[C:24]2=[N:25][CH:26]=[N:27][C:28]=3[N:33]2[CH2:38][CH2:37][O:36][CH2:35][CH2:34]2)[O:12]1)(=[O:8])[C:2]1[CH:7]=[CH:6][CH:5]=[CH:4][CH:3]=1.